Dataset: Full USPTO retrosynthesis dataset with 1.9M reactions from patents (1976-2016). Task: Predict the reactants needed to synthesize the given product. The reactants are: Cl[S:2]([OH:5])(=[O:4])=[O:3].[Cl:6][C:7]1[CH:12]=[CH:11][CH:10]=[CH:9][C:8]=1[N:13]1[C:17]([C:18]2[S:19][CH:20]=[CH:21][CH:22]=2)=[CH:16][C:15]([C:23]([F:26])([F:25])[F:24])=[N:14]1.[O-]S([O-])(=O)=O.[Na+].[Na+]. Given the product [Cl:6][C:7]1[CH:12]=[CH:11][CH:10]=[CH:9][C:8]=1[N:13]1[C:17]([C:18]2[S:19][C:20]([S:2]([OH:5])(=[O:4])=[O:3])=[CH:21][CH:22]=2)=[CH:16][C:15]([C:23]([F:26])([F:24])[F:25])=[N:14]1, predict the reactants needed to synthesize it.